This data is from Catalyst prediction with 721,799 reactions and 888 catalyst types from USPTO. The task is: Predict which catalyst facilitates the given reaction. (1) Reactant: C(N(S(F)(F)[F:7])CC)C.[CH2:10]([N:12]1[C:16]([O:17][C:18]2[CH:23]=[CH:22][C:21]([CH:24](O)[CH3:25])=[CH:20][CH:19]=2)=[CH:15][C:14]([C:27]2[CH:28]=[C:29]([C:33]([NH:36][S:37]([CH2:40][C:41]([F:44])([F:43])[F:42])(=[O:39])=[O:38])([CH3:35])[CH3:34])[CH:30]=[CH:31][CH:32]=2)=[N:13]1)[CH3:11].C(=O)([O-])O.[Na+]. Product: [CH2:10]([N:12]1[C:16]([O:17][C:18]2[CH:19]=[CH:20][C:21]([CH:24]([F:7])[CH3:25])=[CH:22][CH:23]=2)=[CH:15][C:14]([C:27]2[CH:28]=[C:29]([C:33]([NH:36][S:37]([CH2:40][C:41]([F:42])([F:44])[F:43])(=[O:39])=[O:38])([CH3:35])[CH3:34])[CH:30]=[CH:31][CH:32]=2)=[N:13]1)[CH3:11]. The catalyst class is: 4. (2) Reactant: [NH2:1][C:2]1[CH:3]=[C:4]2[C:8](=[CH:9][C:10]=1[O:11][CH3:12])[C:7](=[O:13])[N:6]([CH2:14][C:15]([O:17][CH3:18])=[O:16])[C:5]2=[O:19].[CH3:20][S:21](Cl)(=[O:23])=[O:22]. Product: [CH3:12][O:11][C:10]1[CH:9]=[C:8]2[C:4](=[CH:3][C:2]=1[NH:1][S:21]([CH3:20])(=[O:23])=[O:22])[C:5](=[O:19])[N:6]([CH2:14][C:15]([O:17][CH3:18])=[O:16])[C:7]2=[O:13]. The catalyst class is: 17.